From a dataset of Experimental lipophilicity measurements (octanol/water distribution) for 4,200 compounds from AstraZeneca. Regression/Classification. Given a drug SMILES string, predict its absorption, distribution, metabolism, or excretion properties. Task type varies by dataset: regression for continuous measurements (e.g., permeability, clearance, half-life) or binary classification for categorical outcomes (e.g., BBB penetration, CYP inhibition). For this dataset (lipophilicity_astrazeneca), we predict Y. (1) The drug is CC1(C)[C@@H]2CC[C@@]1(CS(=O)(=O)NC1CCN(c3ccc(C(F)(F)F)cn3)CC1)C(=O)C2. The Y is 3.84 logD. (2) The molecule is Nc1ncnc2sc(-c3c(-c4ccccc4)ncn3Cc3ccccc3N3CCOCC3)nc12. The Y is 3.58 logD. (3) The molecule is CN(C)CCCN1c2ccccc2Sc2ccc(Cl)cc21. The Y is 3.37 logD.